This data is from Forward reaction prediction with 1.9M reactions from USPTO patents (1976-2016). The task is: Predict the product of the given reaction. (1) Given the reactants C[O:2][C:3](=O)[CH:4]([C:29]1[CH:34]=[CH:33][C:32]([S:35][CH3:36])=[CH:31][CH:30]=1)[CH2:5][C:6]1[CH:11]=[CH:10][CH:9]=[C:8]([C:12]2[CH:13]=[C:14]([C:22]([S:25]([CH3:28])(=[O:27])=[O:26])([CH3:24])[CH3:23])[CH:15]=[C:16]3[C:21]=2[N:20]=[CH:19][CH:18]=[CH:17]3)[CH:7]=1.CC(C[Al]CC(C)C)C, predict the reaction product. The product is: [CH3:28][S:25]([C:22]([C:14]1[CH:15]=[C:16]2[C:21](=[C:12]([C:8]3[CH:7]=[C:6]([CH2:5][CH:4]([C:29]4[CH:34]=[CH:33][C:32]([S:35][CH3:36])=[CH:31][CH:30]=4)[CH2:3][OH:2])[CH:11]=[CH:10][CH:9]=3)[CH:13]=1)[N:20]=[CH:19][CH:18]=[CH:17]2)([CH3:24])[CH3:23])(=[O:26])=[O:27]. (2) The product is: [Cl:25][C:22]1[CH:23]=[CH:24][C:19]([N:9]2[C:10]([C:12]3[CH:17]=[CH:16][C:15]([F:18])=[CH:14][CH:13]=3)=[CH:11][N:7]([CH2:6][CH2:5][C:4]([OH:27])=[O:3])[C:8]2=[S:26])=[CH:20][CH:21]=1. Given the reactants C([O:3][C:4](=[O:27])[CH2:5][CH2:6][N:7]1[CH:11]=[C:10]([C:12]2[CH:17]=[CH:16][C:15]([F:18])=[CH:14][CH:13]=2)[N:9]([C:19]2[CH:24]=[CH:23][C:22]([Cl:25])=[CH:21][CH:20]=2)[C:8]1=[S:26])C.O.[OH-].[Li+].O.Cl, predict the reaction product. (3) Given the reactants [NH:1]1C2[C:4](=[CH:5][CH:6]=[CH:7]C=2)[C:3](N)=[N:2]1.[O:11]1[CH:15]=[CH:14][CH:13]=[C:12]1C(O)=O.C([N:21]([CH2:24][CH3:25])[CH2:22]C)C.C(P1(=O)OP(=O)(CCC)OP(=O)(CCC)[O:30]1)CC, predict the reaction product. The product is: [NH:2]1[C:3]2[C:25](=[CH:7][CH:6]=[CH:5][CH:4]=2)[C:24]([NH:21][C:22]([C:14]2[CH:13]=[CH:12][O:11][CH:15]=2)=[O:30])=[N:1]1. (4) Given the reactants C[O:2][C:3](=[O:40])[C@@H:4]([N:12]([CH2:27][C:28]1[CH:33]=[CH:32][C:31]([C:34]2[CH:39]=[CH:38][CH:37]=[CH:36][N:35]=2)=[CH:30][CH:29]=1)[C:13](=[O:26])[CH:14]=[CH:15][C:16]1[CH:21]=[CH:20][C:19]([C:22]([F:25])([F:24])[F:23])=[CH:18][CH:17]=1)[CH2:5][C:6]1[CH:11]=[CH:10][CH:9]=[CH:8][CH:7]=1.[OH-].[Na+].O, predict the reaction product. The product is: [C:6]1([CH2:5][C@H:4]([N:12]([CH2:27][C:28]2[CH:29]=[CH:30][C:31]([C:34]3[CH:39]=[CH:38][CH:37]=[CH:36][N:35]=3)=[CH:32][CH:33]=2)[C:13](=[O:26])[CH:14]=[CH:15][C:16]2[CH:21]=[CH:20][C:19]([C:22]([F:25])([F:24])[F:23])=[CH:18][CH:17]=2)[C:3]([OH:40])=[O:2])[CH:11]=[CH:10][CH:9]=[CH:8][CH:7]=1. (5) Given the reactants [C:1]([C:5]1[CH:6]=[C:7]([NH:20][C:21]([NH:23][C@@H:24]2[C:33]3[C:28](=[CH:29][CH:30]=[CH:31][CH:32]=3)[C@H:27]([O:34][C:35]3[CH:36]=[CH:37][C:38]4[N:39]([C:41]([N:44]5[CH2:49][CH2:48][O:47][CH2:46][C@@H:45]5[CH3:50])=[N:42][N:43]=4)[CH:40]=3)[CH2:26][CH2:25]2)=[O:22])[N:8]([C:10]2[CH:15]=[CH:14][CH:13]=[C:12]([O:16][CH2:17][CH2:18][OH:19])[CH:11]=2)[N:9]=1)([CH3:4])([CH3:3])[CH3:2].CCN(C(C)C)C(C)C.[CH3:60][S:61](Cl)(=[O:63])=[O:62], predict the reaction product. The product is: [C:1]([C:5]1[CH:6]=[C:7]([NH:20][C:21]([NH:23][C@@H:24]2[C:33]3[C:28](=[CH:29][CH:30]=[CH:31][CH:32]=3)[C@H:27]([O:34][C:35]3[CH:36]=[CH:37][C:38]4[N:39]([C:41]([N:44]5[CH2:49][CH2:48][O:47][CH2:46][C@@H:45]5[CH3:50])=[N:42][N:43]=4)[CH:40]=3)[CH2:26][CH2:25]2)=[O:22])[N:8]([C:10]2[CH:11]=[C:12]([CH:13]=[CH:14][CH:15]=2)[O:16][CH2:17][CH2:18][O:19][S:61]([CH3:60])(=[O:63])=[O:62])[N:9]=1)([CH3:4])([CH3:2])[CH3:3]. (6) Given the reactants Cl[C:2]1[C:11]2[C:6](=[CH:7][CH:8]=[C:9]([O:12][CH3:13])[CH:10]=2)[N:5]=[CH:4][C:3]=1[C:14]([O:16][CH2:17][CH3:18])=[O:15], predict the reaction product. The product is: [CH3:13][O:12][C:9]1[CH:10]=[C:11]2[C:6](=[CH:7][CH:8]=1)[N:5]=[CH:4][C:3]([C:14]([O:16][CH2:17][CH3:18])=[O:15])=[CH:2]2. (7) Given the reactants [CH3:1][NH:2][C:3]([C:5]1[CH:6]=[C:7](B(O)O)[CH:8]=[CH:9][CH:10]=1)=[O:4].Br[C:15]1[CH:20]=[CH:19][C:18]([OH:21])=[CH:17][CH:16]=1.C([O-])([O-])=O.[K+].[K+], predict the reaction product. The product is: [OH:21][C:18]1[CH:19]=[CH:20][C:15]([C:7]2[CH:6]=[C:5]([CH:10]=[CH:9][CH:8]=2)[C:3]([NH:2][CH3:1])=[O:4])=[CH:16][CH:17]=1.